From a dataset of Forward reaction prediction with 1.9M reactions from USPTO patents (1976-2016). Predict the product of the given reaction. (1) Given the reactants [NH2:1][C:2]1[CH:3]=[C:4]([C:8]2[N:9]([CH3:17])[C:10]3[C:15]([CH:16]=2)=[CH:14][CH:13]=[CH:12][CH:11]=3)[CH:5]=[N:6][CH:7]=1.CN(C)[S:20](Cl)(=[O:22])=[O:21].[CH2:25]([N:27](CC)[CH2:28][CH3:29])[CH3:26], predict the reaction product. The product is: [CH3:17][N:9]1[C:10]2[C:15](=[CH:14][CH:13]=[CH:12][CH:11]=2)[CH:16]=[C:8]1[C:4]1[CH:3]=[C:2]([NH:1][S:20](=[O:22])(=[O:21])[N:27]([CH2:28][CH3:29])[CH2:25][CH3:26])[CH:7]=[N:6][CH:5]=1. (2) Given the reactants O=S(Cl)[Cl:3].[NH:5]1[CH2:10][CH2:9][CH2:8][CH2:7][CH:6]1[C:11]([OH:13])=[O:12].N.O.[CH3:16]O, predict the reaction product. The product is: [ClH:3].[NH:5]1[CH2:10][CH2:9][CH2:8][CH2:7][CH:6]1[C:11]([O:13][CH3:16])=[O:12]. (3) The product is: [CH3:3][O:2][CH2:8][CH2:7][N:9]([CH3:12])[C:10](=[O:16])[CH3:11]. Given the reactants C[O:2][CH2:3]CNC.[CH2:7]([N:9]([CH2:12]C)[CH2:10][CH3:11])[CH3:8].C(Cl)(=[O:16])C, predict the reaction product. (4) The product is: [C:1]([O:5][C:6]([NH:8][CH2:9][C@H:10]1[CH2:11][CH2:12][C@H:13]([C:16]([NH:18][C@H:19]([C:20]([NH:22][C:23]2[CH:28]=[CH:27][C:26]([C:29]3[NH:33][N:32]=[C:31]([C:34]([F:41])([F:42])[C:35]([C:36]([OH:38])=[O:37])([F:39])[F:40])[N:30]=3)=[CH:25][CH:24]=2)=[O:21])[CH2:43][C:44]2[CH:49]=[CH:48][C:47]([C:50]3[C:51]([CH3:60])=[CH:52][CH:53]=[C:54]([C:56]([OH:58])=[O:57])[CH:55]=3)=[CH:46][CH:45]=2)=[O:17])[CH2:14][CH2:15]1)=[O:7])([CH3:4])([CH3:2])[CH3:3]. Given the reactants [C:1]([O:5][C:6]([NH:8][CH2:9][C@H:10]1[CH2:15][CH2:14][C@H:13]([C:16]([NH:18][C@@H:19]([CH2:43][C:44]2[CH:49]=[CH:48][C:47]([C:50]3[CH:55]=[C:54]([C:56]([O:58]C)=[O:57])[CH:53]=[CH:52][C:51]=3[CH3:60])=[CH:46][CH:45]=2)[C:20]([NH:22][C:23]2[CH:28]=[CH:27][C:26]([C:29]3[NH:33][N:32]=[C:31]([C:34]([F:42])([F:41])[C:35]([F:40])([F:39])[C:36]([OH:38])=[O:37])[N:30]=3)=[CH:25][CH:24]=2)=[O:21])=[O:17])[CH2:12][CH2:11]1)=[O:7])([CH3:4])([CH3:3])[CH3:2].O.[OH-].[Li+].C(OCC)(=O)C.O.Cl, predict the reaction product. (5) Given the reactants [I:1]N1C(=O)CCC1=O.[C:9]([O:13][CH:14]([C:20]1[C:24]([C:25]2[CH2:30][CH2:29][C:28]([CH3:32])([CH3:31])[CH2:27][CH:26]=2)=[CH:23][S:22][C:21]=1[CH3:33])[C:15]([O:17][CH2:18][CH3:19])=[O:16])([CH3:12])([CH3:11])[CH3:10].O, predict the reaction product. The product is: [C:9]([O:13][CH:14]([C:20]1[C:24]([C:25]2[CH2:30][CH2:29][C:28]([CH3:32])([CH3:31])[CH2:27][CH:26]=2)=[C:23]([I:1])[S:22][C:21]=1[CH3:33])[C:15]([O:17][CH2:18][CH3:19])=[O:16])([CH3:12])([CH3:10])[CH3:11]. (6) Given the reactants Cl[C:2]1[C:11]2[C:6](=[CH:7][CH:8]=[CH:9][C:10]=2[F:12])[N:5]=[CH:4][N:3]=1.[NH2:13][C:14]1[CH:19]=[CH:18][C:17]([OH:20])=[C:16]([O:21][CH3:22])[CH:15]=1, predict the reaction product. The product is: [F:12][C:10]1[CH:9]=[CH:8][CH:7]=[C:6]2[C:11]=1[C:2]([NH:13][C:14]1[CH:19]=[CH:18][C:17]([OH:20])=[C:16]([O:21][CH3:22])[CH:15]=1)=[N:3][CH:4]=[N:5]2.